From a dataset of Experimentally validated miRNA-target interactions with 360,000+ pairs, plus equal number of negative samples. Binary Classification. Given a miRNA mature sequence and a target amino acid sequence, predict their likelihood of interaction. (1) The miRNA is hsa-miR-483-5p with sequence AAGACGGGAGGAAAGAAGGGAG. The protein sequence of the target gene is MALRGPAGLGPGSRRPLDEAVAGAEGREAPALVAAGGAPEDDEEDDGRGRGLLRWDSFSAWLHCVCVVGFDLELGQAVEVIYPQHSKLTDREKTNICYLSFPDSNSGCLGDTQFCFRFRQSSGRRVSLHCLLDQFDKDLPVYLKKDPAYFYGYVYFRQVRDKTLKRGYFQKSLVLISKLPYIHFFHTVLKQIAPEYFEKNEPYLEAACNDVDRWPAPVPGKTLHLPIMGVVMKVRIPTCHDKPGTTQIVQLTQQVDTNISVILPTVHEVDIFRCFCPVFLHSQMLWELVLLGEPLVVMAP.... Result: 1 (interaction). (2) The miRNA is hsa-miR-3913-3p with sequence AGACAUCAAGAUCAGUCCCAAA. The protein sequence of the target gene is MSRSVLQPSQQKLAEKLTILNDRGVGMLTRLYNIKKACGDPKAKPSYLIDKNLESAVKFIVRKFPAVETRNNNQQLAQLQKEKSEILKNLALYYFTFVDVMEFKDHVCELLNTIDVCQVFFDITVNFDLTKNYLDLIITYTTLMILLSRIEERKAIIGLYNYAHEMTHGASDREYPRLGQMIVDYENPLKKMMEEFVPHSKSLSDALISLQMVYPRRNLSADQWRNAQLLSLISAPSTMLNPAQSDTMPCEYLSLDAMEKWIIFGFILCHGILNTDATALNLWKLALQSSSCLSLFRDEV.... Result: 1 (interaction).